Dataset: Full USPTO retrosynthesis dataset with 1.9M reactions from patents (1976-2016). Task: Predict the reactants needed to synthesize the given product. (1) Given the product [C:14]([C:13]1[CH:12]=[C:11]([CH:18]=[CH:17][CH:16]=1)[CH2:10][O:9][C:4]1[N:3]=[C:2]([NH:1][C:23]([NH:22][CH2:19][CH2:20][CH3:21])=[S:24])[C:7]([F:8])=[CH:6][N:5]=1)#[N:15], predict the reactants needed to synthesize it. The reactants are: [NH2:1][C:2]1[C:7]([F:8])=[CH:6][N:5]=[C:4]([O:9][CH2:10][C:11]2[CH:12]=[C:13]([CH:16]=[CH:17][CH:18]=2)[C:14]#[N:15])[N:3]=1.[CH2:19]([N:22]=[C:23]=[S:24])[CH2:20][CH3:21].[Li+].C[Si]([N-][Si](C)(C)C)(C)C.[NH4+].[Cl-]. (2) Given the product [CH3:26][O:25][C:18]1[CH:17]=[C:16]([CH:21]=[CH:20][C:19]=1[N+:22]([O-:24])=[O:23])[O:1][CH:2]1[CH2:3][CH2:4][N:5]([C:8]([O:10][C:11]([CH3:14])([CH3:13])[CH3:12])=[O:9])[CH2:6][CH2:7]1, predict the reactants needed to synthesize it. The reactants are: [OH:1][CH:2]1[CH2:7][CH2:6][N:5]([C:8]([O:10][C:11]([CH3:14])([CH3:13])[CH3:12])=[O:9])[CH2:4][CH2:3]1.F[C:16]1[CH:21]=[CH:20][C:19]([N+:22]([O-:24])=[O:23])=[C:18]([O:25][CH3:26])[CH:17]=1.[OH-].[K+]. (3) Given the product [CH3:12][NH:13][CH2:7][C:6]1[CH:9]=[CH:10][CH:11]=[C:4]([N+:1]([O-:3])=[O:2])[CH:5]=1, predict the reactants needed to synthesize it. The reactants are: [N+:1]([C:4]1[CH:5]=[C:6]([CH:9]=[CH:10][CH:11]=1)[CH:7]=O)([O-:3])=[O:2].[CH3:12][NH2:13].[BH4-].[Na+]. (4) Given the product [C:1]([C:3]1[CH:4]=[C:5]([CH2:15][N:16]2[C:20]([CH3:21])=[CH:19][C:18]([C:22]([OH:24])=[O:23])=[N:17]2)[C:6]2[O:10][C:9]([CH:11]([CH3:13])[CH3:12])=[CH:8][C:7]=2[CH:14]=1)#[N:2], predict the reactants needed to synthesize it. The reactants are: [C:1]([C:3]1[CH:4]=[C:5]([CH2:15][N:16]2[C:20]([CH3:21])=[CH:19][C:18]([C:22]([O:24]CC)=[O:23])=[N:17]2)[C:6]2[O:10][C:9]([CH:11]([CH3:13])[CH3:12])=[CH:8][C:7]=2[CH:14]=1)#[N:2].[OH-].[Na+].